From a dataset of Reaction yield outcomes from USPTO patents with 853,638 reactions. Predict the reaction yield, written as a fraction of the theoretical maximum amount of product (1.0 means a 100% yield; for example, 0.34 means a 34% yield). (1) The reactants are [CH2:1]([C:3]1[C:8]([CH2:9][S:10][C:11]2[N:16]=[C:15]([OH:17])[CH:14]=[C:13]([CH3:18])[N:12]=2)=[CH:7][CH:6]=[CH:5][N:4]=1)[CH3:2].[ClH:19].O1CCOCC1. The catalyst is CO. The product is [ClH:19].[CH2:1]([C:3]1[C:8]([CH2:9][S:10][C:11]2[N:16]=[C:15]([OH:17])[CH:14]=[C:13]([CH3:18])[N:12]=2)=[CH:7][CH:6]=[CH:5][N:4]=1)[CH3:2]. The yield is 0.970. (2) The reactants are N.P(OCC)(OCC)(O[C:5]1[CH:10]=[CH:9][C:8]([CH3:11])=[CH:7][C:6]=1[C:12]([CH3:15])([CH3:14])[CH3:13])=O.[Li]. The catalyst is CCOCC. The product is [C:12]([C:6]1[CH:5]=[CH:10][CH:9]=[C:8]([CH3:11])[CH:7]=1)([CH3:15])([CH3:14])[CH3:13]. The yield is 0.910. (3) The reactants are [Cl:1][C:2]1[CH:3]=[C:4]([CH:7]=[CH:8][C:9]=1[NH:10][C:11]1[N:16]=[C:15]([NH:17][CH3:18])[C:14]([C:19]([F:22])([F:21])[F:20])=[CH:13][N:12]=1)[C:5]#[N:6].[N-:23]=[N+:24]=[N-:25].[Na+].[Cl-].[NH4+]. The catalyst is CN(C=O)C. The product is [Cl:1][C:2]1[CH:3]=[C:4]([C:5]2[N:23]=[N:24][NH:25][N:6]=2)[CH:7]=[CH:8][C:9]=1[NH:10][C:11]1[N:16]=[C:15]([NH:17][CH3:18])[C:14]([C:19]([F:20])([F:21])[F:22])=[CH:13][N:12]=1. The yield is 0.850. (4) The reactants are [Cl:1][C:2]1[N:7]=[C:6]([C:8]([O:10][CH2:11][CH3:12])=[O:9])[C:5](F)=[CH:4][N:3]=1.[CH3:14][O:15][CH2:16][CH2:17][NH2:18]. No catalyst specified. The product is [Cl:1][C:2]1[N:7]=[C:6]([C:8]([O:10][CH2:11][CH3:12])=[O:9])[C:5]([NH:18][CH2:17][CH2:16][O:15][CH3:14])=[CH:4][N:3]=1. The yield is 0.380. (5) The reactants are [C:1]([C@H:5]1[CH2:10][CH2:9][C@H:8]([O:11][C:12]2[CH:13]=[C:14]3[C:19](=[CH:20][CH:21]=2)[CH:18]=[C:17]([CH:22]=O)[CH:16]=[CH:15]3)[CH2:7][CH2:6]1)([CH3:4])([CH3:3])[CH3:2].[NH2:24][CH:25]([CH3:32])[CH2:26][C:27]([O:29][CH2:30][CH3:31])=[O:28].C(O)(=O)C.[BH-](OC(C)=O)(OC(C)=O)OC(C)=O.[Na+].C([O-])(O)=O.[Na+]. The catalyst is ClC(Cl)C. The product is [C:1]([C@H:5]1[CH2:10][CH2:9][C@H:8]([O:11][C:12]2[CH:13]=[C:14]3[C:19](=[CH:20][CH:21]=2)[CH:18]=[C:17]([CH2:22][NH:24][CH:25]([CH3:32])[CH2:26][C:27]([O:29][CH2:30][CH3:31])=[O:28])[CH:16]=[CH:15]3)[CH2:7][CH2:6]1)([CH3:4])([CH3:3])[CH3:2]. The yield is 0.880. (6) The reactants are N1C(C)=CC(C)=CC=1C.C(C1C(=O)C(Cl)=C(Cl)C(=O)C=1C#N)#N.[Br:24][C:25]1[CH:43]=[CH:42][C:28]2[O:29][CH2:30][CH2:31][CH:32]=[C:33]([O:34][Si](C(C)(C)C)(C)C)[C:27]=2[CH:26]=1. The catalyst is C1(C)C=CC=CC=1. The product is [Br:24][C:25]1[CH:43]=[CH:42][C:28]2[O:29][CH2:30][CH:31]=[CH:32][C:33](=[O:34])[C:27]=2[CH:26]=1. The yield is 0.940.